Task: Predict the reaction yield, written as a fraction of the theoretical maximum amount of product (1.0 means a 100% yield; for example, 0.34 means a 34% yield).. Dataset: Reaction yield outcomes from USPTO patents with 853,638 reactions (1) The reactants are C1(C(C2C=CC=CC=2)=[N:8][NH:9][C:10]2[N:15]=[C:14]([CH3:16])[C:13]([O:17][C:18]3[CH:23]=[CH:22][N:21]=[C:20]([C:24]4[CH:25]=[N:26][N:27]([CH3:29])[CH:28]=4)[CH:19]=3)=[CH:12][CH:11]=2)C=CC=CC=1.Cl. The catalyst is C1(C)C=CC=CC=1. The product is [NH:9]([C:10]1[N:15]=[C:14]([CH3:16])[C:13]([O:17][C:18]2[CH:23]=[CH:22][N:21]=[C:20]([C:24]3[CH:25]=[N:26][N:27]([CH3:29])[CH:28]=3)[CH:19]=2)=[CH:12][CH:11]=1)[NH2:8]. The yield is 0.790. (2) The reactants are [CH3:1][O:2][C:3]1[CH:8]=[CH:7][C:6]([N:9]([C:15]2[CH:20]=[CH:19][C:18]([O:21][CH3:22])=[CH:17][CH:16]=2)[C:10](=[O:14])[C:11](=[O:13])[CH3:12])=[CH:5][CH:4]=1.[CH3:23][O:24][C:25]1[CH:30]=[CH:29][C:28]([Mg]Br)=[CH:27][CH:26]=1. The catalyst is C1COCC1.C(=O)=O.CC(C)=O. The product is [OH:13][C:11]([C:28]1[CH:29]=[CH:30][C:25]([O:24][CH3:23])=[CH:26][CH:27]=1)([CH3:12])[C:10]([N:9]([C:15]1[CH:16]=[CH:17][C:18]([O:21][CH3:22])=[CH:19][CH:20]=1)[C:6]1[CH:7]=[CH:8][C:3]([O:2][CH3:1])=[CH:4][CH:5]=1)=[O:14]. The yield is 0.847.